Dataset: NCI-60 drug combinations with 297,098 pairs across 59 cell lines. Task: Regression. Given two drug SMILES strings and cell line genomic features, predict the synergy score measuring deviation from expected non-interaction effect. Drug 1: CC(CN1CC(=O)NC(=O)C1)N2CC(=O)NC(=O)C2. Drug 2: CN1C2=C(C=C(C=C2)N(CCCl)CCCl)N=C1CCCC(=O)O.Cl. Cell line: A498. Synergy scores: CSS=23.8, Synergy_ZIP=-1.17, Synergy_Bliss=1.24, Synergy_Loewe=-4.50, Synergy_HSA=1.07.